This data is from Forward reaction prediction with 1.9M reactions from USPTO patents (1976-2016). The task is: Predict the product of the given reaction. (1) Given the reactants [Br:1][C:2]1[C:3]([NH2:8])=[N:4][NH:5][C:6]=1[CH3:7].C([O-])([O-])=O.[K+].[K+].Cl[CH2:16][C:17]([N:19]1[CH2:24][CH2:23][N:22]([C:25]2[CH:30]=[CH:29][C:28]([F:31])=[CH:27][CH:26]=2)[CH2:21][CH2:20]1)=[O:18].CN(C=O)C, predict the reaction product. The product is: [NH2:8][C:3]1[C:2]([Br:1])=[C:6]([CH3:7])[N:5]([CH2:16][C:17]([N:19]2[CH2:20][CH2:21][N:22]([C:25]3[CH:30]=[CH:29][C:28]([F:31])=[CH:27][CH:26]=3)[CH2:23][CH2:24]2)=[O:18])[N:4]=1. (2) Given the reactants C([N-]C(C)C)(C)C.[Li+].[Si:9]([O:16][CH2:17][C@H:18]1[CH2:22][CH2:21][C:20](=[O:23])[N:19]1[C:24]([O:26][C:27]([CH3:30])([CH3:29])[CH3:28])=[O:25])([C:12]([CH3:15])([CH3:14])[CH3:13])([CH3:11])[CH3:10].C1([Se]Cl)C=CC=CC=1.[Cl-].[NH4+], predict the reaction product. The product is: [Si:9]([O:16][CH2:17][C@H:18]1[CH:22]=[CH:21][C:20](=[O:23])[N:19]1[C:24]([O:26][C:27]([CH3:30])([CH3:29])[CH3:28])=[O:25])([C:12]([CH3:15])([CH3:14])[CH3:13])([CH3:11])[CH3:10]. (3) Given the reactants [NH2:1][C:2]1[C:10]2[C:5](=[N:6][C:7]([C:24]3[CH:29]=[CH:28][CH:27]=[CH:26][C:25]=3[OH:30])=[CH:8][C:9]=2[CH:11]2[CH2:16][CH2:15][CH2:14][N:13](C(OC(C)(C)C)=O)[CH2:12]2)[NH:4][N:3]=1.[ClH:31], predict the reaction product. The product is: [ClH:31].[NH2:1][C:2]1[C:10]2[C:5](=[N:6][C:7]([C:24]3[CH:29]=[CH:28][CH:27]=[CH:26][C:25]=3[OH:30])=[CH:8][C:9]=2[CH:11]2[CH2:16][CH2:15][CH2:14][NH:13][CH2:12]2)[NH:4][N:3]=1. (4) Given the reactants [F:1][C:2]1[CH:7]=[CH:6][CH:5]=[C:4]([F:8])[C:3]=1[C:9]1[C:18]2[CH:17]=[C:16]([CH:19]=[O:20])[CH:15]=[CH:14][C:13]=2[C:12]2[N:21](COCC[Si](C)(C)C)[N:22]=[C:23]([NH:24][CH:25]3[CH2:30][CH2:29][N:28]([S:31]([CH2:34][CH3:35])(=[O:33])=[O:32])[CH2:27][CH2:26]3)[C:11]=2[N:10]=1.Cl, predict the reaction product. The product is: [F:8][C:4]1[CH:5]=[CH:6][CH:7]=[C:2]([F:1])[C:3]=1[C:9]1[C:18]2[CH:17]=[C:16]([CH:19]=[O:20])[CH:15]=[CH:14][C:13]=2[C:12]2[NH:21][N:22]=[C:23]([NH:24][CH:25]3[CH2:30][CH2:29][N:28]([S:31]([CH2:34][CH3:35])(=[O:32])=[O:33])[CH2:27][CH2:26]3)[C:11]=2[N:10]=1. (5) Given the reactants [H-].[Na+].[C:3]([O:11][CH2:12][CH3:13])(=[O:10])[CH2:4][C:5]([O:7]CC)=O.[CH2:14]([N:21]1[C:26]2[N:27]=[CH:28][CH:29]=[CH:30][C:25]=2C(=O)[O:23][C:22]1=O)[C:15]1[CH:20]=[CH:19][CH:18]=[CH:17][CH:16]=1, predict the reaction product. The product is: [CH2:14]([N:21]1[C:26]2[C:25](=[CH:30][CH:29]=[CH:28][N:27]=2)[C:5]([OH:7])=[C:4]([C:3]([O:11][CH2:12][CH3:13])=[O:10])[C:22]1=[O:23])[C:15]1[CH:16]=[CH:17][CH:18]=[CH:19][CH:20]=1. (6) Given the reactants FC(F)(F)C(O)=[O:4].[F:8][CH:9]([F:43])[C:10]([NH:12][C@H:13]([CH2:41][F:42])[C@@H:14]([C:16]1[CH:21]=[CH:20][C:19]([C:22]2[CH:23]=[CH:24][C:25]([CH:28]([NH:30][C:31](=[O:40])[O:32][CH2:33][C:34]3[CH:39]=[CH:38][CH:37]=[CH:36][CH:35]=3)[CH3:29])=[N:26][CH:27]=2)=[CH:18][CH:17]=1)[OH:15])=[O:11].N1C=CC=CC=1.C1COCC1.[CH2:55]([O:62][P:63]([O:71][CH2:72][C:73]1[CH:78]=[CH:77][CH:76]=[CH:75][CH:74]=1)N(C(C)C)C(C)C)[C:56]1[CH:61]=[CH:60][CH:59]=[CH:58][CH:57]=1.OO.O.S(=O)(=O)(O)[O-].[Na+], predict the reaction product. The product is: [CH2:72]([O:71][P:63]([O:15][C@H:14]([C:16]1[CH:17]=[CH:18][C:19]([C:22]2[CH:23]=[CH:24][C:25]([CH:28]([NH:30][C:31](=[O:40])[O:32][CH2:33][C:34]3[CH:35]=[CH:36][CH:37]=[CH:38][CH:39]=3)[CH3:29])=[N:26][CH:27]=2)=[CH:20][CH:21]=1)[C@H:13]([NH:12][C:10](=[O:11])[CH:9]([F:8])[F:43])[CH2:41][F:42])([O:62][CH2:55][C:56]1[CH:57]=[CH:58][CH:59]=[CH:60][CH:61]=1)=[O:4])[C:73]1[CH:74]=[CH:75][CH:76]=[CH:77][CH:78]=1. (7) The product is: [C:1]([S:9][CH:11]([C:12]1[CH:17]=[CH:16][CH:15]=[CH:14][CH:13]=1)[CH3:10])(=[S:8])[C:2]1[CH:7]=[CH:6][CH:5]=[CH:4][CH:3]=1. Given the reactants [C:1]([SH:9])(=[S:8])[C:2]1[CH:7]=[CH:6][CH:5]=[CH:4][CH:3]=1.[CH2:10]=[CH:11][C:12]1[CH:17]=[CH:16][CH:15]=[CH:14][CH:13]=1, predict the reaction product.